This data is from Full USPTO retrosynthesis dataset with 1.9M reactions from patents (1976-2016). The task is: Predict the reactants needed to synthesize the given product. (1) The reactants are: [F:1][C:2]1[CH:3]=[CH:4][CH:5]=[C:6]2[C:11]=1[N:10]=[C:9]([O:12][CH3:13])[CH:8]=[C:7]2[CH2:14][F:15].CC(N=NC(C#N)(C)C)(C#N)C.C1C(=O)N([Br:35])C(=O)C1. Given the product [Br:35][CH:14]([F:15])[C:7]1[C:6]2[C:11](=[C:2]([F:1])[CH:3]=[CH:4][CH:5]=2)[N:10]=[C:9]([O:12][CH3:13])[CH:8]=1, predict the reactants needed to synthesize it. (2) Given the product [F:29][C:24]1[CH:25]=[CH:26][CH:27]=[CH:28][C:23]=1[N:20]1[C:21](=[O:22])[C:11]2=[CH:10][N:9]([CH2:8][C:5]3[N:6]=[CH:7][C:2]([C:70]4[C:65]([CH3:64])=[N:66][CH:67]=[CH:68][CH:69]=4)=[CH:3][CH:4]=3)[C:18]3[CH:17]=[CH:16][CH:15]=[CH:14][C:13]=3[C:12]2=[N:19]1, predict the reactants needed to synthesize it. The reactants are: Br[C:2]1[CH:3]=[CH:4][C:5]([CH2:8][N:9]2[C:18]3[CH:17]=[CH:16][CH:15]=[CH:14][C:13]=3[C:12]3=[N:19][N:20]([C:23]4[CH:28]=[CH:27][CH:26]=[CH:25][C:24]=4[F:29])[C:21](=[O:22])[C:11]3=[CH:10]2)=[N:6][CH:7]=1.C1(P(C2CCCCC2)C2C=CC=CC=2C2C(C(C)C)=CC(C(C)C)=CC=2C(C)C)CCCCC1.[CH3:64][C:65]1[C:70](B(O)O)=[CH:69][CH:68]=[CH:67][N:66]=1.C(=O)([O-])[O-].[K+].[K+]. (3) Given the product [CH2:6]([O:8][C:9]([C:11]1[S:15][C:14]([NH:16][O:2][C:1]([O:4][CH2:22][C:23]2[CH:28]=[CH:27][CH:26]=[CH:25][CH:24]=2)=[O:3])=[N:13][C:12]=1[CH3:17])=[O:10])[CH3:7], predict the reactants needed to synthesize it. The reactants are: [C:1]([O-:4])([OH:3])=[O:2].[Na+].[CH2:6]([O:8][C:9]([C:11]1[S:15][C:14]([NH2:16])=[N:13][C:12]=1[CH3:17])=[O:10])[CH3:7].ClC(O[CH2:22][C:23]1[CH:28]=[CH:27][CH:26]=[CH:25][CH:24]=1)=O. (4) Given the product [NH2:1][C:2]1[C:3]([NH2:9])=[CH:4][CH:5]=[C:6]([C:14]2[CH:15]=[CH:16][CH:17]=[CH:18][C:13]=2[F:12])[N:7]=1, predict the reactants needed to synthesize it. The reactants are: [NH2:1][C:2]1[N:7]=[C:6](Br)[CH:5]=[CH:4][C:3]=1[N+:9]([O-])=O.[F:12][C:13]1[CH:18]=[CH:17][CH:16]=[CH:15][C:14]=1B(O)O.C(=O)([O-])[O-].[Na+].[Na+]. (5) The reactants are: C(=O)([O-])[O-].[K+].[K+].Cl.[C:8]([O:11][CH2:12][CH2:13][C@@H:14]([C:16]([OH:18])=[O:17])[NH2:15])(=[O:10])[CH3:9].C(OC(=O)C[C:24](=[O:29])[C:25]([F:28])([F:27])[F:26])C.Cl. Given the product [F:26][C:25]([F:28])([F:27])[C:24]([NH:15][C@H:14]([C:16]([OH:18])=[O:17])[CH2:13][CH2:12][O:11][C:8](=[O:10])[CH3:9])=[O:29], predict the reactants needed to synthesize it. (6) Given the product [NH:25]1[CH:24]=[C:23]([NH:22][C:2]2[N:7]=[C:6]([CH2:8][CH2:9][C:10]3[CH:15]=[CH:14][CH:13]=[CH:12][C:11]=3[CH:16]([CH3:20])[C:17]([NH2:19])=[O:18])[C:5]([Cl:21])=[CH:4][N:3]=2)[CH:27]=[N:26]1, predict the reactants needed to synthesize it. The reactants are: Cl[C:2]1[N:7]=[C:6]([CH2:8][CH2:9][C:10]2[CH:15]=[CH:14][CH:13]=[CH:12][C:11]=2[CH:16]([CH3:20])[C:17]([NH2:19])=[O:18])[C:5]([Cl:21])=[CH:4][N:3]=1.[NH2:22][C:23]1[CH:24]=[N:25][N:26](C(OC(C)(C)C)=O)[CH:27]=1. (7) Given the product [C:12]([O:11][C:9]([N:6]1[CH2:7][CH2:8][CH:3]([C:16]([OH:18])=[O:17])[CH2:4][CH2:5]1)=[O:10])([CH3:15])([CH3:13])[CH3:14], predict the reactants needed to synthesize it. The reactants are: C([C:3]1([C:16]([O-:18])=[O:17])[CH2:8][CH2:7][N:6]([C:9]([O:11][C:12]([CH3:15])([CH3:14])[CH3:13])=[O:10])[CH2:5][CH2:4]1)C.[OH-].[Na+]. (8) The reactants are: [NH2:1][C:2]1[CH:7]=[C:6]([Br:8])[CH:5]=[CH:4][C:3]=1[C:9](=[O:11])[CH3:10].Cl.[N:13]([O-])=O.[Na+]. Given the product [Br:8][C:6]1[CH:7]=[C:2]2[C:3]([C:9]([OH:11])=[CH:10][N:13]=[N:1]2)=[CH:4][CH:5]=1, predict the reactants needed to synthesize it.